From a dataset of NCI-60 drug combinations with 297,098 pairs across 59 cell lines. Regression. Given two drug SMILES strings and cell line genomic features, predict the synergy score measuring deviation from expected non-interaction effect. Drug 1: COC1=CC(=CC(=C1O)OC)C2C3C(COC3=O)C(C4=CC5=C(C=C24)OCO5)OC6C(C(C7C(O6)COC(O7)C8=CC=CS8)O)O. Drug 2: CCN(CC)CCCC(C)NC1=C2C=C(C=CC2=NC3=C1C=CC(=C3)Cl)OC. Cell line: EKVX. Synergy scores: CSS=29.1, Synergy_ZIP=-12.3, Synergy_Bliss=-7.83, Synergy_Loewe=-4.96, Synergy_HSA=-4.64.